From a dataset of Forward reaction prediction with 1.9M reactions from USPTO patents (1976-2016). Predict the product of the given reaction. (1) Given the reactants [Cl:1][C:2]1[CH:7]=[C:6]([O:8][C:9]2[C:18]3[C:13](=[CH:14][CH:15]=[CH:16][CH:17]=3)[C:12]([NH2:19])=[CH:11][CH:10]=2)[CH:5]=[CH:4][N:3]=1.[C:20]([C:24]1[CH:25]=[C:26]([NH:42][S:43]([CH3:46])(=[O:45])=[O:44])[C:27]([O:40][CH3:41])=[C:28]([NH:30][C:31](=O)[O:32]C2C=CC=CC=2)[CH:29]=1)([CH3:23])([CH3:22])[CH3:21], predict the reaction product. The product is: [C:20]([C:24]1[CH:29]=[C:28]([NH:30][C:31]([NH:19][C:12]2[C:13]3[C:18](=[CH:17][CH:16]=[CH:15][CH:14]=3)[C:9]([O:8][C:6]3[CH:5]=[CH:4][N:3]=[C:2]([Cl:1])[CH:7]=3)=[CH:10][CH:11]=2)=[O:32])[C:27]([O:40][CH3:41])=[C:26]([NH:42][S:43]([CH3:46])(=[O:44])=[O:45])[CH:25]=1)([CH3:23])([CH3:21])[CH3:22]. (2) Given the reactants I[C:2]1[CH:15]=[CH:14][C:5]([CH2:6][O:7]C2CCCCO2)=[CH:4][CH:3]=1.[C:16]([O:20][C:21]([N:23]1[CH2:28][CH2:27][C:26]2[O:29][C:30]3[C:35]([Cl:36])=[CH:34][C:33]([S:37]([O-:39])=[O:38])=[CH:32][C:31]=3[C:25]=2[CH2:24]1)=[O:22])([CH3:19])([CH3:18])[CH3:17].[Li+], predict the reaction product. The product is: [Cl:36][C:35]1[C:30]2[O:29][C:26]3[CH2:27][CH2:28][N:23]([C:21]([O:20][C:16]([CH3:18])([CH3:19])[CH3:17])=[O:22])[CH2:24][C:25]=3[C:31]=2[CH:32]=[C:33]([S:37]([C:2]2[CH:3]=[CH:4][C:5]([CH2:6][OH:7])=[CH:14][CH:15]=2)(=[O:39])=[O:38])[CH:34]=1. (3) Given the reactants [Br:1][C:2]1[CH:7]=[C:6]([OH:8])[CH:5]=[CH:4][C:3]=1[CH2:9][C:10]([O:12][CH2:13][C:14]1[CH:19]=[CH:18][CH:17]=[CH:16][CH:15]=1)=[O:11].[C:20]([Si:24](Cl)([CH3:26])[CH3:25])([CH3:23])([CH3:22])[CH3:21], predict the reaction product. The product is: [Br:1][C:2]1[CH:7]=[C:6]([O:8][Si:24]([C:20]([CH3:23])([CH3:22])[CH3:21])([CH3:26])[CH3:25])[CH:5]=[CH:4][C:3]=1[CH2:9][C:10]([O:12][CH2:13][C:14]1[CH:15]=[CH:16][CH:17]=[CH:18][CH:19]=1)=[O:11]. (4) Given the reactants CS(O[CH2:6][CH:7]([CH3:31])[CH:8]([C:19]1[C:27]2[C:22](=[C:23]([CH2:28][S:29][CH3:30])[CH:24]=[CH:25][CH:26]=2)[NH:21][CH:20]=1)[C:9]1[CH:14]=[CH:13][C:12]([C:15]([F:18])([F:17])[F:16])=[CH:11][CH:10]=1)(=O)=O.Br[C:33]1SC(C(C2C3C(=C(CSC)C=CC=3)NC=2)CCC#N)=C[N:37]=1, predict the reaction product. The product is: [CH3:31][CH:7]([CH:8]([C:19]1[C:27]2[C:22](=[C:23]([CH2:28][S:29][CH3:30])[CH:24]=[CH:25][CH:26]=2)[NH:21][CH:20]=1)[C:9]1[CH:14]=[CH:13][C:12]([C:15]([F:16])([F:18])[F:17])=[CH:11][CH:10]=1)[CH2:6][C:33]#[N:37]. (5) The product is: [CH3:1][C:2]1[N:7]=[C:6]([C:8]([F:11])([F:10])[F:9])[C:5]([C:12]([Cl:18])=[O:14])=[CH:4][CH:3]=1. Given the reactants [CH3:1][C:2]1[N:7]=[C:6]([C:8]([F:11])([F:10])[F:9])[C:5]([C:12]([OH:14])=O)=[CH:4][CH:3]=1.C(Cl)(=O)C([Cl:18])=O, predict the reaction product. (6) Given the reactants [CH2:1]([O:3][CH2:4][C:5]1[N:6]([NH:19][CH:20]([CH3:22])[CH3:21])[C:7]2[C:16]3[CH:15]=[CH:14][CH:13]=[CH:12][C:11]=3[N+:10]([O-])=[CH:9][C:8]=2[N:18]=1)[CH3:2].[NH4+:23].[OH-].C1(C)C=CC(S(Cl)(=O)=O)=CC=1.O, predict the reaction product. The product is: [CH2:1]([O:3][CH2:4][C:5]1[N:6]([NH:19][CH:20]([CH3:22])[CH3:21])[C:7]2[C:16]3[CH:15]=[CH:14][CH:13]=[CH:12][C:11]=3[N:10]=[C:9]([NH2:23])[C:8]=2[N:18]=1)[CH3:2]. (7) Given the reactants [C:1]1([OH:7])[CH:6]=[CH:5][CH:4]=[CH:3][CH:2]=1.[CH3:8][C:9]1[CH:10]=[CH:11][C:12](S(O)(=O)=O)=[CH:13][CH:14]=1.C[CH2:20][O:21][C:22]([CH3:24])=[O:23], predict the reaction product. The product is: [OH:7][C:1]1[CH:6]=[CH:5][C:4]([C:11]2([C:1]3[CH:6]=[CH:5][C:24]([C:22]([O:21][CH3:20])=[O:23])=[CH:3][CH:2]=3)[CH2:10][CH:9]3[CH2:8][CH:12]2[CH2:13][CH2:14]3)=[CH:3][CH:2]=1.